This data is from Reaction yield outcomes from USPTO patents with 853,638 reactions. The task is: Predict the reaction yield, written as a fraction of the theoretical maximum amount of product (1.0 means a 100% yield; for example, 0.34 means a 34% yield). (1) The reactants are [BH4-].[Na+].[NH:3]1[CH:7]=[N:6][C:5](/[CH:8]=[C:9]2\[CH2:10][N:11]([C:16]([C:29]3[CH:34]=[CH:33][CH:32]=[CH:31][CH:30]=3)([C:23]3[CH:28]=[CH:27][CH:26]=[CH:25][CH:24]=3)[C:17]3[CH:22]=[CH:21][CH:20]=[CH:19][CH:18]=3)[CH2:12][CH2:13][C:14]\2=[O:15])=[N:4]1.ClCCl. The catalyst is CO. The product is [NH:3]1[CH:7]=[N:6][C:5](/[CH:8]=[C:9]2\[CH2:10][N:11]([C:16]([C:29]3[CH:34]=[CH:33][CH:32]=[CH:31][CH:30]=3)([C:23]3[CH:24]=[CH:25][CH:26]=[CH:27][CH:28]=3)[C:17]3[CH:22]=[CH:21][CH:20]=[CH:19][CH:18]=3)[CH2:12][CH2:13][CH:14]\2[OH:15])=[N:4]1. The yield is 0.870. (2) The reactants are Br[C:2]1[CH:3]=[C:4]([N:8]2[C:12]3[O:13][CH2:14][CH2:15][CH2:16][C:11]=3[C:10]([C:17]([O:19][CH2:20][CH3:21])=[O:18])=[N:9]2)[CH:5]=[CH:6][CH:7]=1.[C:22]([C@:24]1([OH:31])[CH2:28][CH2:27][N:26]([CH3:29])[C:25]1=[O:30])#[CH:23]. No catalyst specified. The product is [OH:31][C@@:24]1([C:22]#[C:23][C:2]2[CH:3]=[C:4]([N:8]3[C:12]4[O:13][CH2:14][CH2:15][CH2:16][C:11]=4[C:10]([C:17]([O:19][CH2:20][CH3:21])=[O:18])=[N:9]3)[CH:5]=[CH:6][CH:7]=2)[CH2:28][CH2:27][N:26]([CH3:29])[C:25]1=[O:30]. The yield is 0.770.